Task: Predict the product of the given reaction.. Dataset: Forward reaction prediction with 1.9M reactions from USPTO patents (1976-2016) Given the reactants Cl[C:2]1[N:7]=[N:6][C:5]([N:8]2[CH:12]=[CH:11][C:10]([CH:13]([C:15]3[CH:27]=[CH:26][C:18]4[N:19]([CH2:23][O:24][CH3:25])[C:20](=[O:22])[S:21][C:17]=4[CH:16]=3)[CH3:14])=[N:9]2)=[CH:4][CH:3]=1.[H][H], predict the reaction product. The product is: [CH3:25][O:24][CH2:23][N:19]1[C:18]2[CH:26]=[CH:27][C:15]([CH:13]([C:10]3[CH:11]=[CH:12][N:8]([C:5]4[N:6]=[N:7][CH:2]=[CH:3][CH:4]=4)[N:9]=3)[CH3:14])=[CH:16][C:17]=2[S:21][C:20]1=[O:22].